From a dataset of Reaction yield outcomes from USPTO patents with 853,638 reactions. Predict the reaction yield, written as a fraction of the theoretical maximum amount of product (1.0 means a 100% yield; for example, 0.34 means a 34% yield). (1) The reactants are [CH3:1][C:2]1[C:6]([C:7]2[CH:8]=[C:9]3[N:18]([CH3:19])[CH:17]=[CH:16][C:10]3=[N:11][C:12]=2[C@@H:13]([NH2:15])[CH3:14])=[C:5]([CH3:20])[O:4][N:3]=1.[NH2:21][C:22]1[N:27]=[C:26](Cl)[C:25]([C:29]#[N:30])=[C:24]([CH3:31])[N:23]=1.C(N(C(C)C)C(C)C)C. The catalyst is C(#N)C. The product is [NH2:21][C:22]1[N:27]=[C:26]([NH:15][C@H:13]([C:12]2[N:11]=[C:10]3[CH:16]=[CH:17][N:18]([CH3:19])[C:9]3=[CH:8][C:7]=2[C:6]2[C:2]([CH3:1])=[N:3][O:4][C:5]=2[CH3:20])[CH3:14])[C:25]([C:29]#[N:30])=[C:24]([CH3:31])[N:23]=1. The yield is 0.390. (2) The reactants are [NH2:1][C:2]1[CH:3]=[CH:4][C:5]([C:16]([CH3:20])([CH3:19])[C:17]#[N:18])=[C:6]([C:8]2[CH:13]=[CH:12][C:11]([O:14][CH3:15])=[CH:10][CH:9]=2)[CH:7]=1.[CH3:21][O:22][C:23]1[CH:24]=[C:25]([CH:29]=[CH:30][C:31]=1[O:32][CH3:33])[C:26](Cl)=[O:27].C(N(CC)CC)C. The yield is 0.490. The product is [C:17]([C:16]([CH3:20])([CH3:19])[C:5]1[C:6]([C:8]2[CH:13]=[CH:12][C:11]([O:14][CH3:15])=[CH:10][CH:9]=2)=[CH:7][C:2]([NH:1][C:26](=[O:27])[C:25]2[CH:29]=[CH:30][C:31]([O:32][CH3:33])=[C:23]([O:22][CH3:21])[CH:24]=2)=[CH:3][CH:4]=1)#[N:18]. The catalyst is C(Cl)Cl.